Dataset: Full USPTO retrosynthesis dataset with 1.9M reactions from patents (1976-2016). Task: Predict the reactants needed to synthesize the given product. (1) Given the product [CH:25]1[C:6]2[CH2:7][C@H:8]3[N:13]([CH2:14][CH:15]4[CH2:17][CH2:16]4)[CH2:12][CH2:11][C@:10]45[C@H:18]([C:20]([CH2:22][CH2:23][C@@:9]34[OH:24])=[O:21])[O:19][C:4]([C:5]=25)=[C:3]([OH:2])[CH:26]=1, predict the reactants needed to synthesize it. The reactants are: C[O:2][C:3]1[CH:26]=[CH:25][C:6]2[CH2:7][C@H:8]3[N:13]([CH2:14][CH:15]4[CH2:17][CH2:16]4)[CH2:12][CH2:11][C@:10]45[C@H:18]([C:20]([CH2:22][CH2:23][C@@:9]34[OH:24])=[O:21])[O:19][C:4]=1[C:5]=25.B(Br)(Br)Br. (2) Given the product [C:8]([O-:13])(=[O:12])[C:9]([O-:11])=[O:10].[V+5:6].[C:8]([O-:13])(=[O:12])[C:9]([O-:11])=[O:10].[C:8]([O-:13])(=[O:12])[C:9]([O-:11])=[O:10].[C:8]([O-:13])(=[O:12])[C:9]([O-:11])=[O:10].[C:8]([O-:13])(=[O:12])[C:9]([O-:11])=[O:10].[V+5:6], predict the reactants needed to synthesize it. The reactants are: [O-2].[O-2].[O-2].[O-2].[O-2].[V+5:6].[V+5].[C:8]([OH:13])(=[O:12])[C:9]([OH:11])=[O:10].[V]. (3) Given the product [N:11]1[CH:12]=[CH:13][N:14]2[CH:19]=[CH:18][C:17]([CH2:20][NH:21][C:22]([C:24]3[O:25][C:26]([C:29]4[CH2:30][CH2:31][N:32]([S:7]([CH2:1][CH:6]([CH3:5])[CH3:36])(=[O:8])=[O:9])[CH2:33][CH:34]=4)=[CH:27][CH:28]=3)=[O:23])=[CH:16][C:15]=12, predict the reactants needed to synthesize it. The reactants are: [C:1]1([S:7](Cl)(=[O:9])=[O:8])[CH:6]=[CH:5]C=CC=1.[N:11]1[CH:12]=[CH:13][N:14]2[CH:19]=[CH:18][C:17]([CH2:20][NH:21][C:22]([C:24]3[O:25][C:26]([C:29]4[CH2:30][CH2:31][NH:32][CH2:33][CH:34]=4)=[CH:27][CH:28]=3)=[O:23])=[CH:16][C:15]=12.N1[CH:36]=CN2C=CC(CNC(=O)C3C=CC(C4CCNCC4)=CC=3)=CC=12. (4) Given the product [CH2:1]([N:8]1[CH2:13][CH2:12][CH:11]2[NH:19][C:20](=[O:21])[NH:22][C:15](=[O:17])[CH:10]2[CH2:9]1)[C:2]1[CH:3]=[CH:4][CH:5]=[CH:6][CH:7]=1, predict the reactants needed to synthesize it. The reactants are: [CH2:1]([N:8]1[CH2:13][CH2:12][C:11](=O)[CH:10]([C:15]([O:17]C)=O)[CH2:9]1)[C:2]1[CH:7]=[CH:6][CH:5]=[CH:4][CH:3]=1.[NH2:19][C:20]([NH2:22])=[O:21].C[O-].[Na+].O.